Dataset: HIV replication inhibition screening data with 41,000+ compounds from the AIDS Antiviral Screen. Task: Binary Classification. Given a drug SMILES string, predict its activity (active/inactive) in a high-throughput screening assay against a specified biological target. (1) The molecule is CCCCCCCCCCCCCCCCOCC(COC1OC(COC(C)=O)C(OC(C)=O)C(OC(C)=O)C1OC(C)=O)OCCCCCCCCCCCCCCCC. The result is 0 (inactive). (2) The molecule is CCCC[Sn](CCCC)(SC1=NCCS1)SC1=NCCS1. The result is 0 (inactive). (3) The molecule is Sc1cc2c(c3ccccc13)Nc1ccccc1S2. The result is 0 (inactive). (4) The molecule is O=C(O)Cc1cccc2c(=O)c3cccc([N+](=O)[O-])c3[nH]c12.[NaH]. The result is 0 (inactive). (5) The drug is O=C(C=Cc1cccc(O)c1)C=Cc1cccc(O)c1. The result is 1 (active).